Dataset: Full USPTO retrosynthesis dataset with 1.9M reactions from patents (1976-2016). Task: Predict the reactants needed to synthesize the given product. (1) Given the product [Cl:1][C:2]1[C:3]([O:26][CH2:27][CH2:28][CH2:29][O:30][CH3:31])=[CH:4][C:5]2[CH2:14][CH:13]([C:15]3([CH3:18])[CH2:17][CH2:16]3)[N:12]3[C:7](=[CH:8][C:9](=[O:24])[C:10]([C:19]([OH:21])=[O:20])=[CH:11]3)[C:6]=2[CH:25]=1, predict the reactants needed to synthesize it. The reactants are: [Cl:1][C:2]1[C:3]([O:26][CH2:27][CH2:28][CH2:29][O:30][CH3:31])=[CH:4][C:5]2[CH2:14][CH:13]([C:15]3([CH3:18])[CH2:17][CH2:16]3)[N:12]3[C:7](=[CH:8][C:9](=[O:24])[C:10]([C:19]([O:21]CC)=[O:20])=[CH:11]3)[C:6]=2[CH:25]=1.O[Li].O.Cl. (2) Given the product [Cl:1][C:2]1[CH:3]=[C:4]([C:25]2[C:26]([CH3:39])=[CH:27][C:28]([O:31][CH2:32][C:33]([CH3:37])([CH3:38])[C:34]([OH:36])=[O:35])=[N:29][CH:30]=2)[CH:5]=[CH:6][C:7]=1[C:8]1[NH:12][C:11]([C:13]([F:14])([F:16])[F:15])=[CH:10][N:9]=1, predict the reactants needed to synthesize it. The reactants are: [Cl:1][C:2]1[CH:3]=[C:4]([C:25]2[C:26]([CH3:39])=[CH:27][C:28]([O:31][CH2:32][C:33]([CH3:38])([CH3:37])[C:34]([OH:36])=[O:35])=[N:29][CH:30]=2)[CH:5]=[CH:6][C:7]=1[C:8]1[N:9](COCC[Si](C)(C)C)[CH:10]=[C:11]([C:13]([F:16])([F:15])[F:14])[N:12]=1.[OH-].[Na+]. (3) Given the product [C:10]([C:14]1[CH:15]=[CH:16][C:17]([CH2:18][NH:19][CH2:9][CH2:8][C:6]2[CH:5]=[CH:4][N:3]=[C:2]([Cl:1])[CH:7]=2)=[CH:20][CH:21]=1)([CH3:13])([CH3:11])[CH3:12], predict the reactants needed to synthesize it. The reactants are: [Cl:1][C:2]1[CH:7]=[C:6]([C:8]#[CH:9])[CH:5]=[CH:4][N:3]=1.[C:10]([C:14]1[CH:21]=[CH:20][C:17]([CH2:18][NH2:19])=[CH:16][CH:15]=1)([CH3:13])([CH3:12])[CH3:11].C(O)(=O)C.C([BH3-])#N.[Na+]. (4) Given the product [Cl:17][C:14]1[CH:15]=[CH:16][C:11]([NH:10][C:8](=[O:9])[C:7]2[CH:24]=[CH:25][C:26]([CH2:27][S:28]([CH3:31])(=[O:30])=[O:29])=[C:5]([O:4][CH2:3][CH2:2][N:41]3[CH2:42][CH2:43][NH:38][C:39](=[O:44])[CH2:40]3)[CH:6]=2)=[CH:12][C:13]=1[C:18]1[CH:23]=[CH:22][CH:21]=[CH:20][N:19]=1, predict the reactants needed to synthesize it. The reactants are: Br[CH2:2][CH2:3][O:4][C:5]1[CH:6]=[C:7]([CH:24]=[CH:25][C:26]=1[CH2:27][S:28]([CH3:31])(=[O:30])=[O:29])[C:8]([NH:10][C:11]1[CH:16]=[CH:15][C:14]([Cl:17])=[C:13]([C:18]2[CH:23]=[CH:22][CH:21]=[CH:20][N:19]=2)[CH:12]=1)=[O:9].C(=O)([O-])[O-].[K+].[K+].[NH:38]1[CH2:43][CH2:42][NH:41][CH2:40][C:39]1=[O:44]. (5) Given the product [Cl:12][C:9]1[S:8][CH:7]=[C:6]([C:4]([N:3]([O:2][CH3:1])[CH3:11])=[O:5])[CH:10]=1, predict the reactants needed to synthesize it. The reactants are: [CH3:1][O:2][N:3]([CH3:11])[C:4]([C:6]1[CH:10]=[CH:9][S:8][CH:7]=1)=[O:5].[Cl:12]N1C(=O)CCC1=O. (6) Given the product [Br:7][C:17]1[CH2:16][CH2:15][C:14]2[C:19](=[CH:20][CH:21]=[C:12]([O:11][CH3:10])[CH:13]=2)[C:18]=1[C:23]1[CH:28]=[CH:27][C:26]([O:29][CH2:30][CH2:31][N:32]2[CH2:36][CH2:35][CH2:34][CH2:33]2)=[N:25][CH:24]=1, predict the reactants needed to synthesize it. The reactants are: C1C=C[NH+]=CC=1.[Br:7][Br-]Br.[CH3:10][O:11][C:12]1[CH:13]=[C:14]2[C:19](=[CH:20][CH:21]=1)[C:18]([C:23]1[CH:24]=[N:25][C:26]([O:29][CH2:30][CH2:31][N:32]3[CH2:36][CH2:35][CH2:34][CH2:33]3)=[CH:27][CH:28]=1)(O)[CH2:17][CH2:16][CH2:15]2.C([O-])(O)=O.[Na+]. (7) Given the product [Cl:25][C:26]1[N:34]=[CH:33][C:32]([Cl:35])=[CH:31][C:27]=1[C:28]([NH:1][C:2]1[CH:23]=[CH:22][C:5]([O:6][C:7]2[CH:16]=[CH:15][N:14]=[C:13]3[C:8]=2[C:9]2[CH:21]=[CH:20][CH:19]=[CH:18][C:10]=2[C:11](=[O:17])[NH:12]3)=[C:4]([F:24])[CH:3]=1)=[O:29], predict the reactants needed to synthesize it. The reactants are: [NH2:1][C:2]1[CH:23]=[CH:22][C:5]([O:6][C:7]2[CH:16]=[CH:15][N:14]=[C:13]3[C:8]=2[C:9]2[CH:21]=[CH:20][CH:19]=[CH:18][C:10]=2[C:11](=[O:17])[NH:12]3)=[C:4]([F:24])[CH:3]=1.[Cl:25][C:26]1[N:34]=[CH:33][C:32]([Cl:35])=[CH:31][C:27]=1[C:28](Cl)=[O:29]. (8) Given the product [Cl:34][C:35]1[N:36]=[CH:37][C:38]([N:20]2[CH2:19][CH2:18][CH:17]([N:14]3[CH2:15][CH2:16][C@H:12]([O:11][C:10]4[CH:24]=[CH:25][C:26]([C:28]5[O:29][C:30]([CH3:33])=[N:31][N:32]=5)=[CH:27][C:9]=4[F:8])[C:13]3=[O:23])[CH2:22][CH2:21]2)=[N:39][CH:40]=1, predict the reactants needed to synthesize it. The reactants are: FC(F)(F)C(O)=O.[F:8][C:9]1[CH:27]=[C:26]([C:28]2[O:29][C:30]([CH3:33])=[N:31][N:32]=2)[CH:25]=[CH:24][C:10]=1[O:11][C@H:12]1[CH2:16][CH2:15][N:14]([CH:17]2[CH2:22][CH2:21][NH:20][CH2:19][CH2:18]2)[C:13]1=[O:23].[Cl:34][C:35]1[CH:40]=[N:39][C:38](Cl)=[CH:37][N:36]=1.C(N(C(C)C)C(C)C)C.